Task: Regression. Given two drug SMILES strings and cell line genomic features, predict the synergy score measuring deviation from expected non-interaction effect.. Dataset: Merck oncology drug combination screen with 23,052 pairs across 39 cell lines (1) Drug 1: CC(=O)OC1C(=O)C2(C)C(O)CC3OCC3(OC(C)=O)C2C(OC(=O)c2ccccc2)C2(O)CC(OC(=O)C(O)C(NC(=O)c3ccccc3)c3ccccc3)C(C)=C1C2(C)C. Drug 2: CS(=O)(=O)CCNCc1ccc(-c2ccc3ncnc(Nc4ccc(OCc5cccc(F)c5)c(Cl)c4)c3c2)o1. Cell line: MSTO. Synergy scores: synergy=38.4. (2) Drug 1: CC(=O)OC1C(=O)C2(C)C(O)CC3OCC3(OC(C)=O)C2C(OC(=O)c2ccccc2)C2(O)CC(OC(=O)C(O)C(NC(=O)c3ccccc3)c3ccccc3)C(C)=C1C2(C)C. Drug 2: COC1CC2CCC(C)C(O)(O2)C(=O)C(=O)N2CCCCC2C(=O)OC(C(C)CC2CCC(OP(C)(C)=O)C(OC)C2)CC(=O)C(C)C=C(C)C(O)C(OC)C(=O)C(C)CC(C)C=CC=CC=C1C. Cell line: CAOV3. Synergy scores: synergy=-5.42. (3) Drug 1: N.N.O=C(O)C1(C(=O)O)CCC1.[Pt]. Drug 2: CNC(=O)c1cc(Oc2ccc(NC(=O)Nc3ccc(Cl)c(C(F)(F)F)c3)cc2)ccn1. Cell line: NCIH23. Synergy scores: synergy=-25.8.